The task is: Predict the product of the given reaction.. This data is from Forward reaction prediction with 1.9M reactions from USPTO patents (1976-2016). Given the reactants [CH2:1]([N:5]([S:15]([C:18]1[CH:23]=[CH:22][C:21]([CH3:24])=[CH:20][CH:19]=1)(=[O:17])=[O:16])[C@H:6]([C:12]([OH:14])=[O:13])[CH2:7][CH2:8][CH2:9][CH2:10][NH2:11])[CH:2]([CH3:4])[CH3:3].[C:25]([O:29][C:30]([N:32]([CH3:44])[C@H:33]([C:41](O)=[O:42])[CH2:34][C:35]1[CH:40]=[CH:39][CH:38]=[CH:37][CH:36]=1)=[O:31])([CH3:28])([CH3:27])[CH3:26], predict the reaction product. The product is: [CH3:24][C:21]1[CH:22]=[CH:23][C:18]([S:15]([N:5]([C@H:6]([C:12]([OH:14])=[O:13])[CH2:7][CH2:8][CH2:9][CH2:10][NH:11][C:41]([C@@H:33]([N:32]([C:30]([O:29][C:25]([CH3:28])([CH3:27])[CH3:26])=[O:31])[CH3:44])[CH2:34][C:35]2[CH:40]=[CH:39][CH:38]=[CH:37][CH:36]=2)=[O:42])[CH2:1][CH:2]([CH3:3])[CH3:4])(=[O:17])=[O:16])=[CH:19][CH:20]=1.